Dataset: Catalyst prediction with 721,799 reactions and 888 catalyst types from USPTO. Task: Predict which catalyst facilitates the given reaction. (1) Reactant: [CH3:1][C:2]([CH3:36])([CH3:35])[C:3](=[O:34])[CH2:4][N:5]1[C:10](=[O:11])[C:9]([CH2:12][C:13]2[CH:18]=[CH:17][C:16]([C:19]3[C:20]([C:25]#[N:26])=[CH:21][CH:22]=[CH:23][CH:24]=3)=[CH:15][CH:14]=2)=[C:8]([CH2:27][CH2:28][CH3:29])[N:7]2[N:30]=[C:31]([CH3:33])[N:32]=[C:6]12.[BH4-].[Na+]. Product: [OH:34][CH:3]([C:2]([CH3:1])([CH3:36])[CH3:35])[CH2:4][N:5]1[C:10](=[O:11])[C:9]([CH2:12][C:13]2[CH:14]=[CH:15][C:16]([C:19]3[C:20]([C:25]#[N:26])=[CH:21][CH:22]=[CH:23][CH:24]=3)=[CH:17][CH:18]=2)=[C:8]([CH2:27][CH2:28][CH3:29])[N:7]2[N:30]=[C:31]([CH3:33])[N:32]=[C:6]12. The catalyst class is: 5. (2) Reactant: [C:1]([C:5]1[CH:9]=[C:8]([NH:10][C:11]([NH:13][C:14]2[C:23]3[C:18](=[CH:19][CH:20]=[CH:21][CH:22]=3)[C:17]([O:24][C:25]3[CH:30]=[CH:29][N:28]=[C:27](Cl)[N:26]=3)=[CH:16][CH:15]=2)=[O:12])[N:7]([C:32]2[CH:37]=[CH:36][C:35]([CH3:38])=[CH:34][CH:33]=2)[N:6]=1)([CH3:4])([CH3:3])[CH3:2].[CH3:39][O:40][C:41]1[CH:42]=[C:43]([CH:45]=[C:46]([O:48][CH2:49][CH2:50][O:51][CH2:52][CH2:53][O:54][CH2:55][CH2:56][N:57]2[CH2:62][CH2:61][O:60][CH2:59][CH2:58]2)[CH:47]=1)[NH2:44].C([O-])(O)=O.[Na+]. Product: [C:1]([C:5]1[CH:9]=[C:8]([NH:10][C:11]([NH:13][C:14]2[C:23]3[C:18](=[CH:19][CH:20]=[CH:21][CH:22]=3)[C:17]([O:24][C:25]3[CH:30]=[CH:29][N:28]=[C:27]([NH:44][C:43]4[CH:45]=[C:46]([O:48][CH2:49][CH2:50][O:51][CH2:52][CH2:53][O:54][CH2:55][CH2:56][N:57]5[CH2:58][CH2:59][O:60][CH2:61][CH2:62]5)[CH:47]=[C:41]([O:40][CH3:39])[CH:42]=4)[N:26]=3)=[CH:16][CH:15]=2)=[O:12])[N:7]([C:32]2[CH:37]=[CH:36][C:35]([CH3:38])=[CH:34][CH:33]=2)[N:6]=1)([CH3:4])([CH3:3])[CH3:2]. The catalyst class is: 3.